This data is from Peptide-MHC class I binding affinity with 185,985 pairs from IEDB/IMGT. The task is: Regression. Given a peptide amino acid sequence and an MHC pseudo amino acid sequence, predict their binding affinity value. This is MHC class I binding data. (1) The peptide sequence is KSKPRIHGY. The MHC is HLA-A68:02 with pseudo-sequence HLA-A68:02. The binding affinity (normalized) is 0.0847. (2) The peptide sequence is RSNAALGAIF. The MHC is HLA-B15:01 with pseudo-sequence HLA-B15:01. The binding affinity (normalized) is 0.656. (3) The peptide sequence is AILQSSMTR. The MHC is HLA-A03:01 with pseudo-sequence HLA-A03:01. The binding affinity (normalized) is 0.396. (4) The peptide sequence is DTIEIRGVL. The MHC is HLA-A68:02 with pseudo-sequence HLA-A68:02. The binding affinity (normalized) is 0.675. (5) The binding affinity (normalized) is 0.0847. The MHC is HLA-A02:16 with pseudo-sequence HLA-A02:16. The peptide sequence is RRFTQAIYD. (6) The peptide sequence is CLEWLRAKR. The MHC is HLA-A31:01 with pseudo-sequence HLA-A31:01. The binding affinity (normalized) is 0.599. (7) The peptide sequence is RPMTYKAAL. The MHC is HLA-B53:01 with pseudo-sequence HLA-B53:01. The binding affinity (normalized) is 0.202.